From a dataset of Full USPTO retrosynthesis dataset with 1.9M reactions from patents (1976-2016). Predict the reactants needed to synthesize the given product. Given the product [CH3:47][S:48]([N:51]1[CH2:56][CH2:55][N:54]([CH2:23][C:9]2[N:10]=[C:11]([C:13]3[CH:18]=[CH:17][C:16]([C:19]([F:21])([F:20])[F:22])=[CH:15][CH:14]=3)[S:12][C:8]=2[CH2:7][O:6][C:5]2[CH:29]=[CH:30][C:31]([C:32]3[NH:36][C:35](=[O:37])[O:34][N:33]=3)=[C:3]([O:2][CH3:1])[CH:4]=2)[CH2:53][CH2:52]1)(=[O:50])=[O:49], predict the reactants needed to synthesize it. The reactants are: [CH3:1][O:2][C:3]1[CH:4]=[C:5]([CH:29]=[CH:30][C:31]=1[C:32]1[NH:36][C:35](=[O:37])[O:34][N:33]=1)[O:6][CH2:7][C:8]1[S:12][C:11]([C:13]2[CH:18]=[CH:17][C:16]([C:19]([F:22])([F:21])[F:20])=[CH:15][CH:14]=2)=[N:10][C:9]=1[CH2:23]OS(C)(=O)=O.C(N(C(C)C)CC)(C)C.[CH3:47][S:48]([N:51]1[CH2:56][CH2:55][NH:54][CH2:53][CH2:52]1)(=[O:50])=[O:49].